The task is: Regression. Given a peptide amino acid sequence and an MHC pseudo amino acid sequence, predict their binding affinity value. This is MHC class II binding data.. This data is from Peptide-MHC class II binding affinity with 134,281 pairs from IEDB. (1) The peptide sequence is VTMNDVKIEYSGTNN. The MHC is DRB3_0101 with pseudo-sequence DRB3_0101. The binding affinity (normalized) is 0.250. (2) The peptide sequence is KPLLIIAEDVEGEY. The MHC is DRB1_0101 with pseudo-sequence DRB1_0101. The binding affinity (normalized) is 0.605. (3) The peptide sequence is LPQILAECARRRLRT. The MHC is DRB3_0202 with pseudo-sequence DRB3_0202. The binding affinity (normalized) is 0.650. (4) The peptide sequence is YDKFLANVSTRLTGK. The MHC is DRB3_0202 with pseudo-sequence DRB3_0202. The binding affinity (normalized) is 0.939. (5) The peptide sequence is YDKFLANVSTVLTGP. The MHC is DRB1_1101 with pseudo-sequence DRB1_1101. The binding affinity (normalized) is 0.113. (6) The binding affinity (normalized) is 0.822. The peptide sequence is QYIKANSKFIGITE. The MHC is DRB3_0101 with pseudo-sequence DRB3_0101. (7) The peptide sequence is AFILDGDNLPPKV. The MHC is HLA-DQA10501-DQB10201 with pseudo-sequence HLA-DQA10501-DQB10201. The binding affinity (normalized) is 0.412.